This data is from Forward reaction prediction with 1.9M reactions from USPTO patents (1976-2016). The task is: Predict the product of the given reaction. (1) Given the reactants S(Cl)([Cl:3])=O.[CH3:5][O:6][C:7]1[C:11]([CH2:12]O)=[CH:10][N:9]([C:14]2[CH:15]=[N:16][C:17]([C:20]([F:23])([F:22])[F:21])=[N:18][CH:19]=2)[N:8]=1, predict the reaction product. The product is: [Cl:3][CH2:12][C:11]1[C:7]([O:6][CH3:5])=[N:8][N:9]([C:14]2[CH:15]=[N:16][C:17]([C:20]([F:23])([F:22])[F:21])=[N:18][CH:19]=2)[CH:10]=1. (2) Given the reactants [C:1]1([C:7]2[CH:8]=[C:9]([C:17]([OH:19])=O)[N:10]([CH2:12][C:13]([F:16])([F:15])[F:14])[N:11]=2)[CH:6]=[CH:5][CH:4]=[CH:3][CH:2]=1.[CH3:20][O:21][CH2:22][CH2:23][N:24]([CH3:32])[C:25]1[CH:30]=[CH:29][C:28]([NH2:31])=[CH:27][N:26]=1, predict the reaction product. The product is: [CH3:20][O:21][CH2:22][CH2:23][N:24]([CH3:32])[C:25]1[N:26]=[CH:27][C:28]([NH:31][C:17]([C:9]2[N:10]([CH2:12][C:13]([F:14])([F:15])[F:16])[N:11]=[C:7]([C:1]3[CH:2]=[CH:3][CH:4]=[CH:5][CH:6]=3)[CH:8]=2)=[O:19])=[CH:29][CH:30]=1. (3) Given the reactants C(N(CC)CC)C.[CH3:8][S:9](Cl)(=[O:11])=[O:10].[Cl:13][C:14]1[CH:19]=[CH:18][C:17]([C:20]2[CH:21]=[CH:22][C:23]([C:26]#[C:27][C:28]3[CH:29]=[C:30]4[C:35](=[CH:36][CH:37]=3)[NH:34][CH:33]([CH2:38][N:39]3[CH2:43][CH2:42][CH2:41][CH2:40]3)[CH2:32][CH2:31]4)=[N:24][CH:25]=2)=[CH:16][CH:15]=1, predict the reaction product. The product is: [Cl:13][C:14]1[CH:19]=[CH:18][C:17]([C:20]2[CH:21]=[CH:22][C:23]([C:26]#[C:27][C:28]3[CH:29]=[C:30]4[C:35](=[CH:36][CH:37]=3)[N:34]([S:9]([CH3:8])(=[O:11])=[O:10])[CH:33]([CH2:38][N:39]3[CH2:40][CH2:41][CH2:42][CH2:43]3)[CH2:32][CH2:31]4)=[N:24][CH:25]=2)=[CH:16][CH:15]=1. (4) Given the reactants [N+:1]([C:4]1[CH:8]=[N:7][NH:6][C:5]=1[NH2:9])([O-:3])=[O:2].CN(C)[CH:12]=[CH:13][C:14]([C:16]1[CH:17]=[C:18]([N:22]([CH2:34][CH2:35][CH3:36])[S:23]([C:26]2[CH:31]=[CH:30][C:29]([O:32][CH3:33])=[CH:28][CH:27]=2)(=[O:25])=[O:24])[CH:19]=[CH:20][CH:21]=1)=O.C(OCC)(=O)C, predict the reaction product. The product is: [N+:1]([C:4]1[CH:8]=[N:7][N:6]2[C:14]([C:16]3[CH:17]=[C:18]([N:22]([CH2:34][CH2:35][CH3:36])[S:23]([C:26]4[CH:27]=[CH:28][C:29]([O:32][CH3:33])=[CH:30][CH:31]=4)(=[O:25])=[O:24])[CH:19]=[CH:20][CH:21]=3)=[CH:13][CH:12]=[N:9][C:5]=12)([O-:3])=[O:2]. (5) Given the reactants [C:1]([OH:9])(=O)[C:2]1[CH:7]=[CH:6][N:5]=[CH:4][CH:3]=1.S(Cl)([Cl:12])=O, predict the reaction product. The product is: [ClH:12].[C:1]([Cl:12])(=[O:9])[C:2]1[CH:7]=[CH:6][N:5]=[CH:4][CH:3]=1. (6) The product is: [F:16][C:2]1[C:11]2[C:6](=[CH:7][CH:8]=[CH:9][CH:10]=2)[C:5]([O:12][CH:13]2[CH2:15][CH2:14]2)=[CH:4][N:3]=1. Given the reactants Cl[C:2]1[C:11]2[C:6](=[CH:7][CH:8]=[CH:9][CH:10]=2)[C:5]([O:12][CH:13]2[CH2:15][CH2:14]2)=[CH:4][N:3]=1.[F-:16].[Cs+], predict the reaction product.